Dataset: NCI-60 drug combinations with 297,098 pairs across 59 cell lines. Task: Regression. Given two drug SMILES strings and cell line genomic features, predict the synergy score measuring deviation from expected non-interaction effect. (1) Drug 1: CC1=C(C(CCC1)(C)C)C=CC(=CC=CC(=CC(=O)O)C)C. Drug 2: CCN(CC)CCCC(C)NC1=C2C=C(C=CC2=NC3=C1C=CC(=C3)Cl)OC. Cell line: SNB-19. Synergy scores: CSS=19.2, Synergy_ZIP=-2.79, Synergy_Bliss=0.465, Synergy_Loewe=-10.4, Synergy_HSA=-1.84. (2) Drug 1: CC1C(C(=O)NC(C(=O)N2CCCC2C(=O)N(CC(=O)N(C(C(=O)O1)C(C)C)C)C)C(C)C)NC(=O)C3=C4C(=C(C=C3)C)OC5=C(C(=O)C(=C(C5=N4)C(=O)NC6C(OC(=O)C(N(C(=O)CN(C(=O)C7CCCN7C(=O)C(NC6=O)C(C)C)C)C)C(C)C)C)N)C. Drug 2: C1=NC2=C(N1)C(=S)N=CN2. Cell line: SF-268. Synergy scores: CSS=44.3, Synergy_ZIP=-4.19, Synergy_Bliss=-2.63, Synergy_Loewe=0.756, Synergy_HSA=1.06. (3) Drug 1: C1CC(=O)NC(=O)C1N2C(=O)C3=CC=CC=C3C2=O. Drug 2: CC1C(C(CC(O1)OC2CC(CC3=C2C(=C4C(=C3O)C(=O)C5=C(C4=O)C(=CC=C5)OC)O)(C(=O)CO)O)N)O.Cl. Cell line: A498. Synergy scores: CSS=57.8, Synergy_ZIP=7.29, Synergy_Bliss=8.54, Synergy_Loewe=-29.2, Synergy_HSA=7.17. (4) Drug 1: CC1=C(C(=O)C2=C(C1=O)N3CC4C(C3(C2COC(=O)N)OC)N4)N. Drug 2: CC1C(C(CC(O1)OC2CC(CC3=C2C(=C4C(=C3O)C(=O)C5=CC=CC=C5C4=O)O)(C(=O)C)O)N)O. Cell line: MDA-MB-231. Synergy scores: CSS=44.3, Synergy_ZIP=-0.456, Synergy_Bliss=-1.11, Synergy_Loewe=-5.89, Synergy_HSA=2.83. (5) Drug 1: C1=C(C(=O)NC(=O)N1)F. Drug 2: N.N.Cl[Pt+2]Cl. Cell line: HCC-2998. Synergy scores: CSS=21.1, Synergy_ZIP=-6.38, Synergy_Bliss=-13.1, Synergy_Loewe=-13.2, Synergy_HSA=-12.7.